Dataset: Reaction yield outcomes from USPTO patents with 853,638 reactions. Task: Predict the reaction yield, written as a fraction of the theoretical maximum amount of product (1.0 means a 100% yield; for example, 0.34 means a 34% yield). The reactants are [NH2:1][C:2]1[CH:7]=[CH:6][C:5]([OH:8])=[C:4]([C:9]2[N:13]([CH3:14])[N:12]=[CH:11][C:10]=2[Cl:15])[CH:3]=1.[F:16][C:17]1[CH:25]=[C:24]([O:26][CH3:27])[CH:23]=[CH:22][C:18]=1[C:19](O)=[O:20].CCN(C(C)C)C(C)C.CN(C(ON1N=NC2C=CC=NC1=2)=[N+](C)C)C.F[P-](F)(F)(F)(F)F. The catalyst is C(Cl)Cl.CN(C=O)C. The product is [Cl:15][C:10]1[CH:11]=[N:12][N:13]([CH3:14])[C:9]=1[C:4]1[CH:3]=[C:2]([NH:1][C:19](=[O:20])[C:18]2[CH:22]=[CH:23][C:24]([O:26][CH3:27])=[CH:25][C:17]=2[F:16])[CH:7]=[CH:6][C:5]=1[OH:8]. The yield is 0.771.